From a dataset of Full USPTO retrosynthesis dataset with 1.9M reactions from patents (1976-2016). Predict the reactants needed to synthesize the given product. (1) Given the product [F:1][C:2]1[CH:7]=[CH:6][CH:5]=[C:4]([F:8])[C:3]=1[C:9]#[C:10][C:11]1[CH:12]=[CH:13][C:14]([NH:15][CH3:18])=[CH:16][CH:17]=1, predict the reactants needed to synthesize it. The reactants are: [F:1][C:2]1[CH:7]=[CH:6][CH:5]=[C:4]([F:8])[C:3]=1[C:9]#[C:10][C:11]1[CH:17]=[CH:16][C:14]([NH2:15])=[CH:13][CH:12]=1.[C:18](=O)([O-])[O-].[K+].[K+].IC. (2) Given the product [CH2:1]([O:8][CH2:9][C@H:10]([OH:27])[CH2:11][C@H:12]1[CH2:28][C@H:13]1[CH:14]1[CH2:19][CH2:18][N:17]([C:20]([O:22][C:23]([CH3:24])([CH3:26])[CH3:25])=[O:21])[CH2:16][CH2:15]1)[C:2]1[CH:7]=[CH:6][CH:5]=[CH:4][CH:3]=1, predict the reactants needed to synthesize it. The reactants are: [CH2:1]([O:8][CH2:9][C@H:10]([OH:27])[CH2:11]/[CH:12]=[CH:13]\[CH:14]1[CH2:19][CH2:18][N:17]([C:20]([O:22][C:23]([CH3:26])([CH3:25])[CH3:24])=[O:21])[CH2:16][CH2:15]1)[C:2]1[CH:7]=[CH:6][CH:5]=[CH:4][CH:3]=1.[CH2:28](Cl)Cl.